Dataset: Forward reaction prediction with 1.9M reactions from USPTO patents (1976-2016). Task: Predict the product of the given reaction. Given the reactants [CH2:1]([O:5][C:6]1[C:15]2[C:10](=[CH:11][CH:12]=[C:13](F)[CH:14]=2)[C:9](=[O:17])[N:8]([CH2:18][CH:19]2[CH2:21][CH2:20]2)[C:7]=1[C:22]([O:24]CC)=[O:23])[CH2:2][CH2:3][CH3:4].[OH-:27].[Na+].Cl.[H-].[Na+], predict the reaction product. The product is: [CH2:9]([O:27][C:13]1[CH:14]=[C:15]2[C:10](=[CH:11][CH:12]=1)[C:9](=[O:17])[N:8]([CH2:18][CH:19]1[CH2:21][CH2:20]1)[C:7]([C:22]([OH:24])=[O:23])=[C:6]2[O:5][CH2:1][CH2:2][CH2:3][CH3:4])[C:10]1[CH:15]=[CH:14][CH:13]=[CH:12][CH:11]=1.